Dataset: Reaction yield outcomes from USPTO patents with 853,638 reactions. Task: Predict the reaction yield, written as a fraction of the theoretical maximum amount of product (1.0 means a 100% yield; for example, 0.34 means a 34% yield). (1) The reactants are [C@H:1]1([NH:10][C:11]2[C:12]3[CH:19]=[CH:18][N:17]([C@H:20]4[CH2:36][C@@H:23]5[O:24]C(C6C=CC(OC)=CC=6)[O:26][CH2:27][C@@H:22]5[CH2:21]4)[C:13]=3[N:14]=[CH:15][N:16]=2)[C:9]2[C:4](=[CH:5][CH:6]=[CH:7][CH:8]=2)[CH2:3][CH2:2]1.CC(O)=O.C1COCC1. The catalyst is O. The product is [C@H:1]1([NH:10][C:11]2[C:12]3[CH:19]=[CH:18][N:17]([C@H:20]4[CH2:36][C@H:23]([OH:24])[C@H:22]([CH2:27][OH:26])[CH2:21]4)[C:13]=3[N:14]=[CH:15][N:16]=2)[C:9]2[C:4](=[CH:5][CH:6]=[CH:7][CH:8]=2)[CH2:3][CH2:2]1. The yield is 0.520. (2) The reactants are Cl[C:2]1[C:3]2[S:10][C:9]([I:11])=[CH:8][C:4]=2[N:5]=[CH:6][N:7]=1.[CH2:12]([N:19]1[CH2:24][CH2:23][NH:22][CH2:21][CH2:20]1)[C:13]1[CH:18]=[CH:17][CH:16]=[CH:15][CH:14]=1. The catalyst is ClCCCl. The product is [CH2:12]([N:19]1[CH2:24][CH2:23][N:22]([C:6]2[N:7]=[CH:2][C:3]3[S:10][C:9]([I:11])=[CH:8][C:4]=3[N:5]=2)[CH2:21][CH2:20]1)[C:13]1[CH:14]=[CH:15][CH:16]=[CH:17][CH:18]=1. The yield is 0.880. (3) The reactants are [O:1]1[CH:5]=[CH:4][CH:3]=[C:2]1[C:6]1[N:7]=[C:8]([NH:21][C:22](=[O:28])[O:23][C:24]([CH3:27])([CH3:26])[CH3:25])[S:9][C:10]=1[CH:11]([OH:20])[C:12]1[CH:17]=[CH:16][C:15]([O:18][CH3:19])=[CH:14][N:13]=1.CO. The yield is 0.910. The product is [O:1]1[CH:5]=[CH:4][CH:3]=[C:2]1[C:6]1[N:7]=[C:8]([NH:21][C:22](=[O:28])[O:23][C:24]([CH3:26])([CH3:25])[CH3:27])[S:9][C:10]=1[C:11]([C:12]1[CH:17]=[CH:16][C:15]([O:18][CH3:19])=[CH:14][N:13]=1)=[O:20]. The catalyst is ClCCl. (4) The reactants are Br[CH:2]([CH3:37])[C:3]([C:5]1[CH:6]=[C:7]([C:23]([NH:25][CH2:26][C:27]2[CH:32]=[CH:31][C:30]([S:33]([CH3:36])(=[O:35])=[O:34])=[CH:29][CH:28]=2)=[O:24])[C:8](=[O:22])[N:9]([C:12]2[CH:17]=[CH:16][CH:15]=[C:14]([C:18]([F:21])([F:20])[F:19])[CH:13]=2)[C:10]=1[CH3:11])=O.C([O:44][CH2:45][C:46]([NH2:48])=[S:47])(=O)C(C)(C)C. The catalyst is CCO. The product is [CH3:36][S:33]([C:30]1[CH:31]=[CH:32][C:27]([CH2:26][NH:25][C:23]([C:7]2[C:8](=[O:22])[N:9]([C:12]3[CH:17]=[CH:16][CH:15]=[C:14]([C:18]([F:20])([F:19])[F:21])[CH:13]=3)[C:10]([CH3:11])=[C:5]([C:3]3[N:48]=[C:46]([CH2:45][OH:44])[S:47][C:2]=3[CH3:37])[CH:6]=2)=[O:24])=[CH:28][CH:29]=1)(=[O:35])=[O:34]. The yield is 0.680. (5) The reactants are [CH3:1][O:2][C:3](=[O:10])[CH:4]=[CH:5][C:6]([CH3:9])([CH3:8])[CH3:7]. The catalyst is CO.C(OCC)(=O)C.[Pd]. The product is [CH3:1][O:2][C:3](=[O:10])[CH2:4][CH2:5][C:6]([CH3:9])([CH3:8])[CH3:7]. The yield is 0.810. (6) The reactants are [C:1]([C:5]1[CH:10]=[CH:9][C:8]([C:11]2=[N:12][CH2:13][CH2:14][CH2:15][C:16]3[N:21]=[CH:20][CH:19]=[CH:18][C:17]2=3)=[CH:7][CH:6]=1)([CH3:4])([CH3:3])[CH3:2].[BH4-].[Na+].Cl.C([O-])([O-])=O.[Na+].[Na+]. The catalyst is CO.O. The product is [C:1]([C:5]1[CH:6]=[CH:7][C:8]([CH:11]2[C:17]3[CH:18]=[CH:19][CH:20]=[N:21][C:16]=3[CH2:15][CH2:14][CH2:13][NH:12]2)=[CH:9][CH:10]=1)([CH3:4])([CH3:2])[CH3:3]. The yield is 0.270.